This data is from Reaction yield outcomes from USPTO patents with 853,638 reactions. The task is: Predict the reaction yield, written as a fraction of the theoretical maximum amount of product (1.0 means a 100% yield; for example, 0.34 means a 34% yield). (1) The reactants are C[O:2][CH:3](Cl)Cl.Cl[Sn](Cl)(Cl)Cl.[F:11][C:12]1[C:21]2[C:16](=[CH:17][CH:18]=[CH:19][CH:20]=2)[CH:15]=[CH:14][CH:13]=1. The catalyst is C(Cl)Cl. The product is [F:11][C:12]1[C:21]2[C:16](=[CH:17][CH:18]=[CH:19][CH:20]=2)[C:15]([CH:3]=[O:2])=[CH:14][CH:13]=1. The yield is 0.870. (2) The reactants are [CH2:1]([O:8][C:9]1[CH:10]=[C:11]([C:19]2[CH2:23][C:22]([CH2:26][CH2:27][OH:28])([CH2:24]O)[O:21][N:20]=2)[CH:12]=[CH:13][C:14]=1[O:15][CH:16]([F:18])[F:17])[C:2]1[CH:7]=[CH:6][CH:5]=[CH:4][CH:3]=1.C1(P(C2C=CC=CC=2)C2C=CC=CC=2)C=CC=CC=1.C1(=O)NC(=O)CC1. The catalyst is O1CCCC1. The product is [CH2:1]([O:8][C:9]1[CH:10]=[C:11]([C:19]2[CH2:23][C:22]3([CH2:26][CH2:27][O:28][CH2:24]3)[O:21][N:20]=2)[CH:12]=[CH:13][C:14]=1[O:15][CH:16]([F:18])[F:17])[C:2]1[CH:7]=[CH:6][CH:5]=[CH:4][CH:3]=1. The yield is 0.400. (3) The reactants are Cl.[CH3:2][NH:3][C:4](=[O:8])[C@H:5]([CH3:7])[NH2:6].C([BH3-])#N.[Na+].[CH2:13]([CH:20]1[C:24]2[CH:25]=[C:26]([CH:29]=O)[CH:27]=[CH:28][C:23]=2[O:22][CH2:21]1)[C:14]1[CH:19]=[CH:18][CH:17]=[CH:16][CH:15]=1. The catalyst is CO. The product is [CH2:13]([CH:20]1[C:24]2[CH:25]=[C:26]([CH2:29][NH:6][CH:5]([CH3:7])[C:4]([NH:3][CH3:2])=[O:8])[CH:27]=[CH:28][C:23]=2[O:22][CH2:21]1)[C:14]1[CH:15]=[CH:16][CH:17]=[CH:18][CH:19]=1. The yield is 0.500. (4) The yield is 0.770. The catalyst is C1COCC1. The product is [CH3:8][N:5]1[C:6]([CH3:7])=[C:2]([B:19]2[O:23][C:22]([CH3:25])([CH3:24])[C:21]([CH3:27])([CH3:26])[O:20]2)[C:3]([CH3:9])=[N:4]1. The reactants are Br[C:2]1[C:3]([CH3:9])=[N:4][N:5]([CH3:8])[C:6]=1[CH3:7].C([Li])CCC.C(O[B:19]1[O:23][C:22]([CH3:25])([CH3:24])[C:21]([CH3:27])([CH3:26])[O:20]1)(C)C.C(OCC)(=O)C. (5) The reactants are [NH2:1][CH2:2][CH2:3][O:4][C:5]1[C:10]([CH3:11])=[CH:9][C:8]([C:12]2[NH:21][C:20](=[O:22])[C:19]3[C:14](=[CH:15][C:16]([O:25][CH3:26])=[CH:17][C:18]=3[O:23][CH3:24])[N:13]=2)=[CH:7][C:6]=1[CH3:27].[CH3:28][N:29]=[C:30]=[O:31].CCN(CC)CC. The catalyst is C1COCC1. The product is [CH3:24][O:23][C:18]1[CH:17]=[C:16]([O:25][CH3:26])[CH:15]=[C:14]2[C:19]=1[C:20](=[O:22])[NH:21][C:12]([C:8]1[CH:9]=[C:10]([CH3:11])[C:5]([O:4][CH2:3][CH2:2][NH:1][C:30]([NH:29][CH3:28])=[O:31])=[C:6]([CH3:27])[CH:7]=1)=[N:13]2. The yield is 0.710. (6) The reactants are CS(O[CH2:6][CH2:7][C@@:8]1([C:31]2[CH:36]=[CH:35][C:34]([F:37])=[CH:33][CH:32]=2)[O:13][C:12](=[O:14])[N:11]([C@H:15]([C:17]2[CH:22]=[CH:21][C:20]([C:23]3[CH:28]=[CH:27][C:26]([F:29])=[CH:25][C:24]=3[F:30])=[CH:19][CH:18]=2)[CH3:16])[CH2:10][CH2:9]1)(=O)=O.[NH:38]1[CH:42]=[CH:41][N:40]=[CH:39]1.C([O-])([O-])=O.[K+].[K+]. The catalyst is C(#N)C. The product is [F:30][C:24]1[CH:25]=[C:26]([F:29])[CH:27]=[CH:28][C:23]=1[C:20]1[CH:21]=[CH:22][C:17]([C@@H:15]([N:11]2[CH2:10][CH2:9][C@@:8]([C:31]3[CH:32]=[CH:33][C:34]([F:37])=[CH:35][CH:36]=3)([CH2:7][CH2:6][N:38]3[CH:42]=[CH:41][N:40]=[CH:39]3)[O:13][C:12]2=[O:14])[CH3:16])=[CH:18][CH:19]=1. The yield is 0.0120. (7) The reactants are [CH2:1]([O:8][C:9]1[C:14]([CH2:15][NH:16][CH2:17][CH2:18][OH:19])=[C:13]([CH3:20])[CH:12]=[C:11]([CH3:21])[N:10]=1)[C:2]1[CH:7]=[CH:6][CH:5]=[CH:4][CH:3]=1.C(N(CC)CC)C.[C:29](O[C:29]([O:31][C:32]([CH3:35])([CH3:34])[CH3:33])=[O:30])([O:31][C:32]([CH3:35])([CH3:34])[CH3:33])=[O:30]. The catalyst is ClCCl.O. The product is [CH2:1]([O:8][C:9]1[C:14]([CH2:15][N:16]([CH2:17][CH2:18][OH:19])[C:29](=[O:30])[O:31][C:32]([CH3:35])([CH3:34])[CH3:33])=[C:13]([CH3:20])[CH:12]=[C:11]([CH3:21])[N:10]=1)[C:2]1[CH:7]=[CH:6][CH:5]=[CH:4][CH:3]=1. The yield is 0.980.